This data is from Full USPTO retrosynthesis dataset with 1.9M reactions from patents (1976-2016). The task is: Predict the reactants needed to synthesize the given product. Given the product [CH2:1]([O:3][C:4]([C:6]1[CH:7]=[N:8][N:9]([C:15]2[CH:16]=[CH:17][C:18]([NH2:21])=[CH:19][CH:20]=2)[C:10]=1[C:11]([F:14])([F:13])[F:12])=[O:5])[CH3:2], predict the reactants needed to synthesize it. The reactants are: [CH2:1]([O:3][C:4]([C:6]1[CH:7]=[N:8][N:9]([C:15]2[CH:20]=[CH:19][C:18]([N+:21]([O-])=O)=[CH:17][CH:16]=2)[C:10]=1[C:11]([F:14])([F:13])[F:12])=[O:5])[CH3:2].C([O-])=O.[NH4+].